The task is: Predict the reaction yield, written as a fraction of the theoretical maximum amount of product (1.0 means a 100% yield; for example, 0.34 means a 34% yield).. This data is from Reaction yield outcomes from USPTO patents with 853,638 reactions. (1) The reactants are BrCC1C=C(C2OC=CC=2)N(C)N=1.[CH:14]([C:17]1[N:21]=[C:20]([CH2:22]P(=O)(OCC)OCC)[O:19][N:18]=1)([CH3:16])[CH3:15].[C:31]([O:35][C:36]([N:38]1[CH2:43][CH2:42][C:41](=O)[CH2:40][CH2:39]1)=[O:37])([CH3:34])([CH3:33])[CH3:32]. No catalyst specified. The product is [C:31]([O:35][C:36]([N:38]1[CH2:43][CH2:42][C:41](=[CH:22][C:20]2[O:19][N:18]=[C:17]([CH:14]([CH3:15])[CH3:16])[N:21]=2)[CH2:40][CH2:39]1)=[O:37])([CH3:34])([CH3:32])[CH3:33]. The yield is 1.00. (2) The reactants are [CH3:1][O:2][CH:3]([C:7]1[CH:12]=[CH:11][C:10]([C:13]2[O:14][C:15]([CH3:18])=[N:16][N:17]=2)=[CH:9][CH:8]=1)[C:4]([OH:6])=O.C([N:22]([CH:25](C)C)CC)(C)C.[CH3:28][O:29]CCN(S(F)(F)F)CCOC. The catalyst is C(Cl)Cl. The product is [CH3:28][O:29][N:22]([CH3:25])[C:4](=[O:6])[CH:3]([O:2][CH3:1])[C:7]1[CH:12]=[CH:11][C:10]([C:13]2[O:14][C:15]([CH3:18])=[N:16][N:17]=2)=[CH:9][CH:8]=1. The yield is 0.260.